From a dataset of Forward reaction prediction with 1.9M reactions from USPTO patents (1976-2016). Predict the product of the given reaction. The product is: [C:10]([C:7]1[CH:8]=[CH:9][C:2]([O:19][CH3:18])=[C:3]([CH:6]=1)[C:4]#[N:5])#[CH:11]. Given the reactants F[C:2]1[CH:9]=[CH:8][C:7]([C:10]#[C:11][Si](C)(C)C)=[CH:6][C:3]=1[C:4]#[N:5].CO.[C:18](=O)([O-])[O-:19].[Cs+].[Cs+], predict the reaction product.